This data is from Full USPTO retrosynthesis dataset with 1.9M reactions from patents (1976-2016). The task is: Predict the reactants needed to synthesize the given product. (1) Given the product [CH:3]1([C:6]([C:8]2[CH:13]=[CH:12][N:11]=[CH:10][CH:9]=2)=[O:16])[CH2:5][CH2:4]1, predict the reactants needed to synthesize it. The reactants are: [Mg].Br[CH:3]1[CH2:5][CH2:4]1.[C:6]([C:8]1[CH:13]=[CH:12][N:11]=[CH:10][CH:9]=1)#N.C([O:16]CC)C. (2) Given the product [CH3:7][O:8][C:9](=[O:25])[CH2:10][CH2:11][CH2:12][CH:13]=[CH:14][CH2:15][N:16]1[C:21](=[O:22])[CH2:20][CH2:19][CH2:18][C@@H:17]1[CH2:23][OH:24], predict the reactants needed to synthesize it. The reactants are: [BH4-].[Na+].C(N)CN.[CH3:7][O:8][C:9](=[O:25])[CH2:10][CH2:11][CH2:12][C:13]#[C:14][CH2:15][N:16]1[C:21](=[O:22])[CH2:20][CH2:19][CH2:18][C@@H:17]1[CH2:23][OH:24].[H][H]. (3) Given the product [CH3:1][O:2][C:3]1[CH:8]=[C:7]([CH:6]=[CH:5][C:4]=1/[CH:17]=[CH:18]/[C:19]1[CH:20]=[C:21](/[CH:22]=[CH:23]/[C:24]2[NH:25][CH:26]=[CH:27][CH:28]=2)[NH:38][N:37]=1)[O:9][CH2:10][C:11]1[CH:16]=[CH:15][CH:14]=[CH:13][N:12]=1, predict the reactants needed to synthesize it. The reactants are: [CH3:1][O:2][C:3]1[CH:8]=[C:7]([O:9][CH2:10][C:11]2[CH:16]=[CH:15][CH:14]=[CH:13][N:12]=2)[CH:6]=[CH:5][C:4]=1/[CH:17]=[CH:18]/[C:19](=O)[CH2:20][C:21](=O)/[CH:22]=[CH:23]/[C:24]1[NH:25][CH:26]=[CH:27][CH:28]=1.C1COCC1.O.[NH2:37][NH2:38].C([O-])(O)=O.[Na+]. (4) Given the product [CH:21]1([N:9]2[C:10]3[C:6](=[CH:5][CH:4]=[CH:3][C:2]=3[F:1])[C:7]([C:11]3[CH:16]=[CH:15][C:14]([O:17][CH3:18])=[CH:13][CH:12]=3)=[N:8]2)[CH2:25][CH2:24][CH2:23][CH2:22]1, predict the reactants needed to synthesize it. The reactants are: [F:1][C:2]1[CH:3]=[CH:4][CH:5]=[C:6]2[C:10]=1[NH:9][N:8]=[C:7]2[C:11]1[CH:16]=[CH:15][C:14]([O:17][CH3:18])=[CH:13][CH:12]=1.[H-].[Na+].[CH:21]1(Br)[CH2:25][CH2:24][CH2:23][CH2:22]1.